From a dataset of Forward reaction prediction with 1.9M reactions from USPTO patents (1976-2016). Predict the product of the given reaction. Given the reactants [CH:1]1[C:13]2[N:12]([C:14]3[CH:19]=[CH:18][C:17]([C:20](=O)[CH3:21])=[CH:16][CH:15]=3)[C:11]3[C:6](=[CH:7][CH:8]=[CH:9][CH:10]=3)[C:5]=2[CH:4]=[CH:3][CH:2]=1.[NH2:23][C:24]1[CH:29]=[CH:28][C:27]([Br:30])=[CH:26][C:25]=1[C:31]([C:33]1[CH:38]=[CH:37][CH:36]=[CH:35][CH:34]=1)=O.P([O-])(OC1C=CC=CC=1)(OC1C=CC=CC=1)=O.C1C(O)=CC=CC=1C, predict the reaction product. The product is: [Br:30][C:27]1[CH:26]=[C:25]2[C:24](=[CH:29][CH:28]=1)[N:23]=[C:20]([C:17]1[CH:16]=[CH:15][C:14]([N:12]3[C:11]4[CH:10]=[CH:9][CH:8]=[CH:7][C:6]=4[C:5]4[C:13]3=[CH:1][CH:2]=[CH:3][CH:4]=4)=[CH:19][CH:18]=1)[CH:21]=[C:31]2[C:33]1[CH:38]=[CH:37][CH:36]=[CH:35][CH:34]=1.